From a dataset of Full USPTO retrosynthesis dataset with 1.9M reactions from patents (1976-2016). Predict the reactants needed to synthesize the given product. Given the product [OH:1][CH2:2][CH2:3][N:4]([CH3:17])[C:5]1[N:10]=[CH:9][C:8]([CH:11]([CH3:16])[C:12]([OH:14])=[O:13])=[CH:7][CH:6]=1, predict the reactants needed to synthesize it. The reactants are: [OH:1][CH2:2][CH2:3][N:4]([CH3:17])[C:5]1[N:10]=[CH:9][C:8]([CH:11]([CH3:16])[C:12]([O:14]C)=[O:13])=[CH:7][CH:6]=1.O[Li].O.Cl.